From a dataset of Forward reaction prediction with 1.9M reactions from USPTO patents (1976-2016). Predict the product of the given reaction. (1) Given the reactants [C:1]1([NH:7][C:8]2[CH:13]=[C:12]([CH3:14])[N:11]=[C:10]([NH2:15])[N:9]=2)[CH:6]=[CH:5][CH:4]=[CH:3][CH:2]=1.[CH3:16][S:17]([O:20]C)(=[O:19])=[O:18], predict the reaction product. The product is: [CH3:16][S:17]([O-:20])(=[O:19])=[O:18].[C:1]1([NH:7][C:8]2[CH:13]=[C:12]([CH3:14])[N+:11]([CH3:16])=[C:10]([NH2:15])[N:9]=2)[CH:2]=[CH:3][CH:4]=[CH:5][CH:6]=1. (2) Given the reactants [NH4+:1].[OH-].C[O:4][C:5](=O)[CH2:6][O:7][C:8]1[CH:13]=[CH:12][C:11]([O:14][C:15]([F:18])([F:17])[F:16])=[CH:10][CH:9]=1, predict the reaction product. The product is: [F:16][C:15]([F:18])([F:17])[O:14][C:11]1[CH:12]=[CH:13][C:8]([O:7][CH2:6][C:5]([NH2:1])=[O:4])=[CH:9][CH:10]=1. (3) Given the reactants C[O:2][C:3]([C:5]1([C:13]2[CH:18]=[CH:17][C:16]([O:19][CH3:20])=[C:15]([F:21])[CH:14]=2)[N:9]2[CH:10]=[N:11][CH:12]=[C:8]2[CH2:7][CH2:6]1)=[O:4].[Li+].[OH-].Cl, predict the reaction product. The product is: [F:21][C:15]1[CH:14]=[C:13]([C:5]2([C:3]([OH:4])=[O:2])[N:9]3[CH:10]=[N:11][CH:12]=[C:8]3[CH2:7][CH2:6]2)[CH:18]=[CH:17][C:16]=1[O:19][CH3:20]. (4) Given the reactants [CH2:1]=[CH:2][CH:3]=[CH2:4].[CH:5]#[N:6], predict the reaction product. The product is: [C:5](#[N:6])[CH2:1][CH:2]=[CH:3][CH3:4].[CH3:1][CH:2]([CH:3]=[CH2:4])[C:5]#[N:6]. (5) Given the reactants C([O:8][C:9]1[CH:51]=[CH:50][C:12]([CH2:13][C@H:14]2[C@@H:18]([CH2:19][N:20]([CH2:33][CH:34]([CH3:36])[CH3:35])[S:21]([C:24]3[CH:29]=[CH:28][C:27]([N+:30]([O-])=O)=[CH:26][CH:25]=3)(=[O:23])=[O:22])[O:17][C:16]([CH3:38])([CH3:37])[N:15]2[C:39]([O:41][C@H:42]2[C@H:49]3[C@H:45]([O:46][CH2:47][CH2:48]3)[O:44][CH2:43]2)=[O:40])=[CH:11][CH:10]=1)C1C=CC=CC=1.N.[H][H], predict the reaction product. The product is: [NH2:30][C:27]1[CH:28]=[CH:29][C:24]([S:21]([N:20]([CH2:19][C@H:18]2[O:17][C:16]([CH3:37])([CH3:38])[N:15]([C:39]([O:41][C@H:42]3[C@H:49]4[C@H:45]([O:46][CH2:47][CH2:48]4)[O:44][CH2:43]3)=[O:40])[C@H:14]2[CH2:13][C:12]2[CH:11]=[CH:10][C:9]([OH:8])=[CH:51][CH:50]=2)[CH2:33][CH:34]([CH3:36])[CH3:35])(=[O:22])=[O:23])=[CH:25][CH:26]=1. (6) Given the reactants [CH2:1]([OH:13])/[CH:2]=[CH:3]/[C:4]1[CH:12]=[CH:11][C:9]([OH:10])=[C:6]([O:7][CH3:8])[CH:5]=1, predict the reaction product. The product is: [CH2:1]([OH:13])/[CH:2]=[CH:3]/[CH:4]1[CH:12]=[CH:11][C:9]([OH:10])=[C:6]([O:7][CH3:8])[CH2:5]1. (7) The product is: [F:19][C:2]([F:1])([F:18])[C:3]1[CH:4]=[CH:5][C:6]([S:9]([N:12]2[CH2:17][CH2:16][N:15]([C:32]([C:29]3[N:28]=[CH:27][C:26]([C:21]4[CH:22]=[CH:23][CH:24]=[CH:25][N:20]=4)=[CH:31][CH:30]=3)=[O:33])[CH2:14][CH2:13]2)(=[O:10])=[O:11])=[CH:7][CH:8]=1. Given the reactants [F:1][C:2]([F:19])([F:18])[C:3]1[CH:8]=[CH:7][C:6]([S:9]([N:12]2[CH2:17][CH2:16][NH:15][CH2:14][CH2:13]2)(=[O:11])=[O:10])=[CH:5][CH:4]=1.[N:20]1[CH:25]=[CH:24][CH:23]=[CH:22][C:21]=1[C:26]1[CH:27]=[N:28][C:29]([C:32](O)=[O:33])=[CH:30][CH:31]=1.C1C=CC2N(O)N=NC=2C=1.O.CN(C(ON1N=NC2C=CC=CC1=2)=[N+](C)C)C.F[P-](F)(F)(F)(F)F.CCN(C(C)C)C(C)C, predict the reaction product. (8) Given the reactants C([O:9][CH2:10][CH2:11][N:12]1[C:20]2[C:19](Cl)=[N:18][CH:17]=[N:16][C:15]=2[CH:14]=[CH:13]1)(=O)C1C=CC=CC=1.[O:22]1[C:26]2[CH:27]=[CH:28][CH:29]=[C:30]([O:31][C:32]3[CH:38]=[CH:37][C:35]([NH2:36])=[CH:34][C:33]=3[Cl:39])[C:25]=2[CH:24]=[CH:23]1.[OH-].[Na+].[Cl-].[NH4+], predict the reaction product. The product is: [O:22]1[C:26]2[CH:27]=[CH:28][CH:29]=[C:30]([O:31][C:32]3[CH:38]=[CH:37][C:35]([NH:36][C:19]4[C:20]5[N:12]([CH2:11][CH2:10][OH:9])[CH:13]=[CH:14][C:15]=5[N:16]=[CH:17][N:18]=4)=[CH:34][C:33]=3[Cl:39])[C:25]=2[CH:24]=[CH:23]1. (9) Given the reactants OS(O)(=O)=O.N([O-])=O.[Na+].[Cl:10][C:11]1[CH:17]=[C:16]([C:18]([F:21])([F:20])[F:19])[CH:15]=[C:14]([F:22])[C:12]=1[NH2:13].OS(O)(=O)=O.[N:28]([O-])=O.[Na+].[C:32]([CH2:34][C:35]([C:38]#[N:39])=CO)#[N:33].C([O-])(=O)C.[Na+], predict the reaction product. The product is: [NH2:33][C:32]1[N:13]([C:12]2[C:14]([F:22])=[CH:15][C:16]([C:18]([F:21])([F:20])[F:19])=[CH:17][C:11]=2[Cl:10])[N:28]=[C:35]([C:38]#[N:39])[CH:34]=1.